Dataset: Cav3 T-type calcium channel HTS with 100,875 compounds. Task: Binary Classification. Given a drug SMILES string, predict its activity (active/inactive) in a high-throughput screening assay against a specified biological target. The molecule is Cl\C(Cl)=C(\P(OCC)(OCC)=O)NC(=O)c1c(Cl)cccc1. The result is 0 (inactive).